This data is from Full USPTO retrosynthesis dataset with 1.9M reactions from patents (1976-2016). The task is: Predict the reactants needed to synthesize the given product. (1) Given the product [C:1]1([NH:7][C:8]([C:10]2[C:11]([NH:22][C:23]3[CH:28]=[CH:27][CH:26]=[CH:25][C:24]=3[Cl:29])=[N:12][C:13]3[C:18]([CH:19]=2)=[CH:17][CH:16]=[C:15]([OH:20])[CH:14]=3)=[O:9])[CH:2]=[CH:3][CH:4]=[CH:5][CH:6]=1, predict the reactants needed to synthesize it. The reactants are: [C:1]1([NH:7][C:8]([C:10]2[C:11]([NH:22][C:23]3[CH:28]=[CH:27][CH:26]=[CH:25][C:24]=3[Cl:29])=[N:12][C:13]3[C:18]([CH:19]=2)=[CH:17][CH:16]=[C:15]([O:20]C)[CH:14]=3)=[O:9])[CH:6]=[CH:5][CH:4]=[CH:3][CH:2]=1.B(Br)(Br)Br. (2) Given the product [CH3:12][O:11][C:9]([C:8]1[CH:13]=[CH:14][C:5]([CH2:4][C:3]([OH:18])=[O:2])=[CH:6][CH:7]=1)=[O:10], predict the reactants needed to synthesize it. The reactants are: C[O:2][CH:3]=[CH:4][C:5]1[CH:14]=[CH:13][C:8]([C:9]([O:11][CH3:12])=[O:10])=[CH:7][CH:6]=1.Cl.CC(C)=[O:18].OS(O)(=O)=O.O=[Cr](=O)=O.C(O)(C)C.